From a dataset of Full USPTO retrosynthesis dataset with 1.9M reactions from patents (1976-2016). Predict the reactants needed to synthesize the given product. (1) Given the product [CH3:1][C:2]1([CH3:25])[C:6]([C:7]2[CH:8]=[C:9]([C:10]([O:12][CH3:13])=[O:11])[CH:14]=[CH:15][C:16]=2[C:28]2[CH:29]=[C:30]([C:33]([F:35])([F:36])[F:34])[CH:31]=[CH:32][C:27]=2[F:26])=[CH:5][CH2:4][CH2:3]1, predict the reactants needed to synthesize it. The reactants are: [CH3:1][C:2]1([CH3:25])[C:6]([C:7]2[CH:8]=[C:9]([CH:14]=[CH:15][C:16]=2OS(C(F)(F)F)(=O)=O)[C:10]([O:12][CH3:13])=[O:11])=[CH:5][CH2:4][CH2:3]1.[F:26][C:27]1[CH:32]=[CH:31][C:30]([C:33]([F:36])([F:35])[F:34])=[CH:29][C:28]=1B(O)O.C(=O)([O-])[O-].[K+].[K+]. (2) Given the product [NH:10]1[CH2:9][CH:8]=[C:7]([C:2]2[CH:3]=[CH:4][CH:5]=[CH:6][N:1]=2)[CH2:12][CH2:11]1, predict the reactants needed to synthesize it. The reactants are: [N:1]1[CH:6]=[CH:5][CH:4]=[CH:3][C:2]=1[C:7]1[CH2:12][CH2:11][N:10](C(OC(C)(C)C)=O)[CH2:9][CH:8]=1.FC(F)(F)C(O)=O.